Dataset: CYP2D6 inhibition data for predicting drug metabolism from PubChem BioAssay. Task: Regression/Classification. Given a drug SMILES string, predict its absorption, distribution, metabolism, or excretion properties. Task type varies by dataset: regression for continuous measurements (e.g., permeability, clearance, half-life) or binary classification for categorical outcomes (e.g., BBB penetration, CYP inhibition). Dataset: cyp2d6_veith. (1) The molecule is O=C(NCCO[N+](=O)[O-])c1cccnc1. The result is 0 (non-inhibitor). (2) The drug is CCCCC/C=C\C/C=C\C/C=C\C/C=C\CCCC(=O)NCC(=O)O. The result is 0 (non-inhibitor). (3) The molecule is COc1ccccc1-c1nc(NCCc2cnc[nH]2)c2ccccc2n1. The result is 1 (inhibitor). (4) The drug is C=O.N#[N+]c1ccc(Nc2ccccc2)cc1.O=S(=O)(O)O. The result is 0 (non-inhibitor). (5) The molecule is c1ccc([P+](CC[P+](c2ccccc2)(c2ccccc2)c2ccccc2)(c2ccccc2)c2ccccc2)cc1. The result is 0 (non-inhibitor). (6) The drug is Cl.O=C1c2cccc3cccc(c23)C(=O)N1CC1CCN(CC(O)COc2ccc3ccccc3c2)CC1. The result is 1 (inhibitor). (7) The drug is O=C(O)CCNCC(=O)O. The result is 0 (non-inhibitor).